This data is from Reaction yield outcomes from USPTO patents with 853,638 reactions. The task is: Predict the reaction yield, written as a fraction of the theoretical maximum amount of product (1.0 means a 100% yield; for example, 0.34 means a 34% yield). (1) The yield is 0.950. The reactants are Cl.C(OCC)(=O)C.CO.C(OC([NH:17][CH:18]1[CH2:21][N:20]([C:22]2[S:23][C:24]3[C:30]([C:31]([O:33][CH2:34][CH3:35])=[O:32])=[CH:29][CH:28]=[CH:27][C:25]=3[N:26]=2)[CH2:19]1)=O)(C)(C)C.C1COCC1. The catalyst is O1CCOCC1. The product is [NH2:17][CH:18]1[CH2:21][N:20]([C:22]2[S:23][C:24]3[C:30]([C:31]([O:33][CH2:34][CH3:35])=[O:32])=[CH:29][CH:28]=[CH:27][C:25]=3[N:26]=2)[CH2:19]1. (2) The reactants are Cl[C:2]1[N:7]2[N:8]=[C:9](C)[CH:10]=[C:6]2[N:5]=[C:4]([NH:12][C:13](=[O:24])[C:14]2[CH:19]=[CH:18][C:17]([C:20]([OH:23])([CH3:22])[CH3:21])=[CH:16][CH:15]=2)[CH:3]=1.[NH:25]1[CH2:29][CH2:28][C@@H:27]([NH:30][C:31](=[O:33])[CH3:32])[CH2:26]1. The catalyst is CN1C(=O)CCC1. The product is [C:31]([NH:30][C@@H:27]1[CH2:28][CH2:29][N:25]([C:2]2[N:7]3[N:8]=[CH:9][CH:10]=[C:6]3[N:5]=[C:4]([NH:12][C:13](=[O:24])[C:14]3[CH:19]=[CH:18][C:17]([C:20]([OH:23])([CH3:21])[CH3:22])=[CH:16][CH:15]=3)[CH:3]=2)[CH2:26]1)(=[O:33])[CH3:32]. The yield is 0.990. (3) The reactants are C(N(C(C)C)CC)(C)C.[NH2:10][C:11]1[CH:26]=[CH:25][C:24]([Cl:27])=[CH:23][C:12]=1[C:13]([NH:15][CH2:16][CH:17]1[CH2:22][CH2:21][CH2:20][CH2:19][CH2:18]1)=[O:14].[Cl:28][C:29]1[C:37]([C:38]([F:41])([F:40])[F:39])=[CH:36][CH:35]=[CH:34][C:30]=1[C:31](O)=[O:32].CN(C(ON1N=NC2C=CC=NC1=2)=[N+](C)C)C.F[P-](F)(F)(F)(F)F. No catalyst specified. The product is [Cl:28][C:29]1[C:37]([C:38]([F:39])([F:40])[F:41])=[CH:36][CH:35]=[CH:34][C:30]=1[C:31]([NH:10][C:11]1[CH:26]=[CH:25][C:24]([Cl:27])=[CH:23][C:12]=1[C:13]([NH:15][CH2:16][CH:17]1[CH2:22][CH2:21][CH2:20][CH2:19][CH2:18]1)=[O:14])=[O:32]. The yield is 0.140. (4) The product is [Br:17][C:18]1[CH:24]=[CH:23][C:21]([NH:22][C:2]2[CH:7]=[C:6]([C:8]3[CH:13]=[C:12]([Cl:14])[CH:11]=[CH:10][C:9]=3[CH3:15])[N:5]=[C:4]([NH2:16])[N:3]=2)=[CH:20][CH:19]=1. No catalyst specified. The yield is 0.840. The reactants are Cl[C:2]1[CH:7]=[C:6]([C:8]2[CH:13]=[C:12]([Cl:14])[CH:11]=[CH:10][C:9]=2[CH3:15])[N:5]=[C:4]([NH2:16])[N:3]=1.[Br:17][C:18]1[CH:24]=[CH:23][C:21]([NH2:22])=[CH:20][CH:19]=1. (5) The reactants are N(C1C=C(C=CC=1C)C(NOC)=[O:7])N.[NH2:15][C:16]1[N:20]([C:21]2[CH:22]=[C:23]([CH:29]=[CH:30][C:31]=2[CH3:32])[C:24](NOC)=[O:25])[N:19]=[CH:18][C:17]=1[C:33](=[O:41])[C:34]1[CH:39]=[CH:38][CH:37]=[C:36](I)[CH:35]=1.C(N(CC)CC)C. The catalyst is C(O)C. The product is [NH2:15][C:16]1[N:20]([C:21]2[CH:22]=[C:23]([CH:29]=[CH:30][C:31]=2[CH3:32])[C:24]([OH:25])=[O:7])[N:19]=[CH:18][C:17]=1[C:33](=[O:41])[C:34]1[CH:39]=[CH:38][CH:37]=[CH:36][CH:35]=1. The yield is 0.250. (6) The reactants are [CH3:1][O:2][C:3]([C:5]1[NH:6][C:7]2[C:12]([CH:13]=1)=[CH:11][CH:10]=[CH:9][CH:8]=2)=[O:4].[C:14]([O-])([O-])=O.[K+].[K+].CI. The catalyst is CN(C=O)C.C(OCC)(=O)C. The product is [CH3:1][O:2][C:3]([C:5]1[N:6]([CH3:14])[C:7]2[C:12]([CH:13]=1)=[CH:11][CH:10]=[CH:9][CH:8]=2)=[O:4]. The yield is 0.870. (7) The reactants are CC1(C)C(C)(C)OB([C:9]2[CH:14]=[CH:13][C:12]([C:15]3([NH:18][C:19](=[O:29])[O:20][C@H:21]4[CH:26]5[CH2:27][CH2:28][N:23]([CH2:24][CH2:25]5)[CH2:22]4)[CH2:17][CH2:16]3)=[CH:11][CH:10]=2)O1.Br[C:32]1[CH:37]=[CH:36][C:35]([F:38])=[CH:34][N:33]=1. No catalyst specified. The product is [F:38][C:35]1[CH:36]=[CH:37][C:32]([C:9]2[CH:14]=[CH:13][C:12]([C:15]3([NH:18][C:19](=[O:29])[O:20][C@H:21]4[CH:26]5[CH2:27][CH2:28][N:23]([CH2:24][CH2:25]5)[CH2:22]4)[CH2:16][CH2:17]3)=[CH:11][CH:10]=2)=[N:33][CH:34]=1. The yield is 0.340.